Dataset: Reaction yield outcomes from USPTO patents with 853,638 reactions. Task: Predict the reaction yield, written as a fraction of the theoretical maximum amount of product (1.0 means a 100% yield; for example, 0.34 means a 34% yield). (1) The reactants are [CH3:1][O:2][C:3]1[C:11]2[O:10][C:9]([CH3:13])([CH3:12])[CH2:8][C:7]=2[C:6]([CH3:14])=[C:5]([N:15]2[CH2:20][CH2:19][NH:18][CH2:17][CH2:16]2)[C:4]=1[CH3:21].Br[C:23]1[CH:28]=[CH:27][C:26]([O:29][C:30]([F:33])([F:32])[F:31])=[CH:25][CH:24]=1. No catalyst specified. The product is [CH3:1][O:2][C:3]1[C:11]2[O:10][C:9]([CH3:13])([CH3:12])[CH2:8][C:7]=2[C:6]([CH3:14])=[C:5]([N:15]2[CH2:20][CH2:19][N:18]([C:23]3[CH:24]=[CH:25][C:26]([O:29][C:30]([F:31])([F:32])[F:33])=[CH:27][CH:28]=3)[CH2:17][CH2:16]2)[C:4]=1[CH3:21]. The yield is 0.160. (2) The reactants are Br[CH2:2][CH2:3][O:4][C:5]1[CH:10]=[CH:9][C:8]([NH:11][C:12](=[O:20])[C:13]2[CH:18]=[CH:17][CH:16]=[C:15]([F:19])[CH:14]=2)=[CH:7][C:6]=1[C:21]1[N:22]([CH3:26])[N:23]=[CH:24][CH:25]=1.Cl.[F:28][C:29]1([F:35])[CH2:34][CH2:33][NH:32][CH2:31][CH2:30]1.C(=O)([O-])[O-].[K+].[K+]. The catalyst is CN(C=O)C. The product is [F:28][C:29]1([F:35])[CH2:34][CH2:33][N:32]([CH2:2][CH2:3][O:4][C:5]2[CH:10]=[CH:9][C:8]([NH:11][C:12](=[O:20])[C:13]3[CH:18]=[CH:17][CH:16]=[C:15]([F:19])[CH:14]=3)=[CH:7][C:6]=2[C:21]2[N:22]([CH3:26])[N:23]=[CH:24][CH:25]=2)[CH2:31][CH2:30]1. The yield is 0.180. (3) The reactants are [NH2:1][S:2]([C:5]1[CH:23]=[CH:22][C:8]([C:9]([NH:11][C:12]2[N:13]=[C:14]3[CH:19]=[CH:18][C:17]([Cl:20])=[CH:16][N:15]3[CH:21]=2)=[O:10])=[CH:7][CH:6]=1)(=[O:4])=[O:3].[C:24](OC(=O)C)(=[O:26])[CH3:25]. The catalyst is N1C=CC=CC=1. The product is [C:24]([NH:1][S:2]([C:5]1[CH:23]=[CH:22][C:8]([C:9]([NH:11][C:12]2[N:13]=[C:14]3[CH:19]=[CH:18][C:17]([Cl:20])=[CH:16][N:15]3[CH:21]=2)=[O:10])=[CH:7][CH:6]=1)(=[O:4])=[O:3])(=[O:26])[CH3:25]. The yield is 0.110. (4) The reactants are [CH3:1][O:2][C:3]1[CH:8]=[CH:7][C:6]([C:9]2[CH:14]=[CH:13][N:12]=[C:11](OS(C(F)(F)F)(=O)=O)[C:10]=2[N+:23]([O-:25])=[O:24])=[C:5]([CH3:26])[CH:4]=1.Cl.[CH3:28][O:29][CH2:30][CH:31]([NH2:33])[CH3:32]. No catalyst specified. The product is [CH3:28][O:29][CH2:30][CH:31]([NH:33][C:11]1[C:10]([N+:23]([O-:25])=[O:24])=[C:9]([C:6]2[CH:7]=[CH:8][C:3]([O:2][CH3:1])=[CH:4][C:5]=2[CH3:26])[CH:14]=[CH:13][N:12]=1)[CH3:32]. The yield is 0.540. (5) The reactants are [NH:1]1[CH2:6][CH2:5][CH2:4][CH2:3][CH2:2]1.[C:7]1([NH:13][C:14]2[N:19]=[C:18]([NH2:20])[N:17]=[C:16]([C:21]3[N:25]=[C:24](C(Cl)(Cl)Cl)[O:23][N:22]=3)[N:15]=2)[CH:12]=[CH:11][CH:10]=[CH:9][CH:8]=1. The catalyst is O1CCOCC1. The product is [C:7]1([NH:13][C:14]2[N:19]=[C:18]([NH2:20])[N:17]=[C:16]([C:21]3[N:25]=[C:24]([N:1]4[CH2:6][CH2:5][CH2:4][CH2:3][CH2:2]4)[O:23][N:22]=3)[N:15]=2)[CH:8]=[CH:9][CH:10]=[CH:11][CH:12]=1. The yield is 0.260. (6) The reactants are [F:1][C:2]1[CH:3]=[C:4]([C:20]2[C:21]([C:26]#[N:27])=[CH:22][CH:23]=[CH:24][CH:25]=2)[CH:5]=[CH:6][C:7]=1[CH2:8][C:9]1[C:14](=[O:15])[NH:13][C:12]([CH3:16])=[N:11][C:10]=1[CH2:17][CH2:18][CH3:19].Br[CH2:29][C:30](=[O:35])[C:31]([CH3:34])([CH3:33])[CH3:32].C(=O)([O-])[O-].[K+].[K+].CN(C)C=O. The catalyst is C(OCC)(=O)C. The product is [CH3:32][C:31]([CH3:34])([CH3:33])[C:30](=[O:35])[CH2:29][N:13]1[C:14](=[O:15])[C:9]([CH2:8][C:7]2[CH:6]=[CH:5][C:4]([C:20]3[C:21]([C:26]#[N:27])=[CH:22][CH:23]=[CH:24][CH:25]=3)=[CH:3][C:2]=2[F:1])=[C:10]([CH2:17][CH2:18][CH3:19])[N:11]=[C:12]1[CH3:16]. The yield is 0.260. (7) The reactants are [C:1]([C:3]([C:6]1[CH:11]=[CH:10][C:9]([C:12]2[C:24]3[C:23]4[CH:22]=[C:21]([C:25]5[CH:26]=[C:27]([NH:31]C(=O)OC(C)(C)C)[CH:28]=[N:29][CH:30]=5)[CH:20]=[CH:19][C:18]=4[N:17]=[CH:16][C:15]=3[N:14]([CH3:39])[N:13]=2)=[CH:8][CH:7]=1)([CH3:5])[CH3:4])#[N:2].Cl.C([O-])(O)=O.[Na+]. The catalyst is CO. The product is [NH2:31][C:27]1[CH:26]=[C:25]([C:21]2[CH:20]=[CH:19][C:18]3[N:17]=[CH:16][C:15]4[N:14]([CH3:39])[N:13]=[C:12]([C:9]5[CH:8]=[CH:7][C:6]([C:3]([CH3:4])([CH3:5])[C:1]#[N:2])=[CH:11][CH:10]=5)[C:24]=4[C:23]=3[CH:22]=2)[CH:30]=[N:29][CH:28]=1. The yield is 0.900.